Dataset: Full USPTO retrosynthesis dataset with 1.9M reactions from patents (1976-2016). Task: Predict the reactants needed to synthesize the given product. (1) Given the product [CH:10]1([C:8]2[S:7][N:6]=[C:5]([O:19][CH2:15][C:16]#[C:17][CH3:18])[N:9]=2)[CH2:14][CH2:13][CH2:12][CH2:11]1, predict the reactants needed to synthesize it. The reactants are: CS([C:5]1[N:9]=[C:8]([CH:10]2[CH2:14][CH2:13][CH2:12][CH2:11]2)[S:7][N:6]=1)(=O)=O.[CH2:15]([OH:19])[C:16]#[C:17][CH3:18].[H-].[Na+]. (2) The reactants are: [CH3:1][O:2][C:3]1[S:7][C:6]2=[N:8][C:9]([C:11]([OH:13])=O)=[CH:10][N:5]2[N:4]=1.C(Cl)(=O)C([Cl:17])=O. Given the product [CH3:1][O:2][C:3]1[S:7][C:6]2=[N:8][C:9]([C:11]([Cl:17])=[O:13])=[CH:10][N:5]2[N:4]=1, predict the reactants needed to synthesize it. (3) Given the product [C:5]([O-:9])(=[O:8])[CH:6]=[CH2:7].[Pb+2:1].[C:5]([O-:9])(=[O:8])[CH:6]=[CH2:7], predict the reactants needed to synthesize it. The reactants are: [Pb:1]=O.[OH-].[Na+].[C:5]([OH:9])(=[O:8])[CH:6]=[CH2:7]. (4) Given the product [OH:19][CH2:18][C@@H:12]1[C@H:13]([CH3:17])[CH2:14][CH2:15][CH2:16][N:11]1[C:9]([O:8][CH2:1][C:2]1[CH:3]=[CH:4][CH:5]=[CH:6][CH:7]=1)=[O:10], predict the reactants needed to synthesize it. The reactants are: [CH2:1]([O:8][C:9]([N:11]1[CH2:16][CH2:15][CH2:14][C@@H:13]([CH3:17])[C@H:12]1[C:18](O)=[O:19])=[O:10])[C:2]1[CH:7]=[CH:6][CH:5]=[CH:4][CH:3]=1. (5) Given the product [CH2:27]([O:26][C:20](=[O:25])[CH:21]=[C:22]([NH:17][C:16]1[CH:18]=[CH:19][C:13]([CH3:12])=[CH:14][CH:15]=1)[CH3:24])[CH3:28], predict the reactants needed to synthesize it. The reactants are: C1(C)C=CC(S(O)(=O)=O)=CC=1.[CH3:12][C:13]1[CH:19]=[CH:18][C:16]([NH2:17])=[CH:15][CH:14]=1.[C:20]([O:26][CH2:27][CH3:28])(=[O:25])[CH2:21][C:22]([CH3:24])=O. (6) The reactants are: [C:1]([C:5]1[C:6]([O:35][CH3:36])=[C:7]([CH:24]=[C:25]([N:27]2[CH:32]=[CH:31][C:30](=[O:33])[NH:29][C:28]2=[O:34])[CH:26]=1)/[CH:8]=[CH:9]/[C:10]1[CH:18]=[CH:17][C:16]([NH:19][S:20]([CH3:23])(=[O:22])=[O:21])=[CH:15][C:11]=1[C:12](O)=[O:13])([CH3:4])([CH3:3])[CH3:2].S(Cl)([Cl:39])=O. Given the product [C:1]([C:5]1[C:6]([O:35][CH3:36])=[C:7]([CH:24]=[C:25]([N:27]2[CH:32]=[CH:31][C:30](=[O:33])[NH:29][C:28]2=[O:34])[CH:26]=1)/[CH:8]=[CH:9]/[C:10]1[CH:18]=[CH:17][C:16]([NH:19][S:20]([CH3:23])(=[O:22])=[O:21])=[CH:15][C:11]=1[C:12]([Cl:39])=[O:13])([CH3:4])([CH3:3])[CH3:2], predict the reactants needed to synthesize it. (7) Given the product [Cl:1][C:2]1[CH:10]=[CH:9][C:8]2[N:7](/[CH:44]=[C:45](/[C:47]3[CH:52]=[CH:51][N:50]=[CH:49][CH:48]=3)\[CH3:46])[C:6]3[CH2:11][CH2:12][N:13]([CH2:15][CH2:16][CH2:17][CH:18]([C:20]4[CH:21]=[CH:22][C:23]([F:26])=[CH:24][CH:25]=4)[OH:19])[CH2:14][C:5]=3[C:4]=2[CH:3]=1, predict the reactants needed to synthesize it. The reactants are: [Cl:1][C:2]1[CH:10]=[CH:9][C:8]2[NH:7][C:6]3[CH2:11][CH2:12][N:13]([CH2:15][CH2:16][CH2:17][CH:18]([C:20]4[CH:25]=[CH:24][C:23]([F:26])=[CH:22][CH:21]=4)[OH:19])[CH2:14][C:5]=3[C:4]=2[CH:3]=1.P([O-])([O-])([O-])=O.[K+].[K+].[K+].N1CCC[C@H]1C(O)=O.Br[CH:44]=[C:45]([C:47]1[CH:52]=[CH:51][N:50]=[CH:49][CH:48]=1)[CH3:46].